From a dataset of Full USPTO retrosynthesis dataset with 1.9M reactions from patents (1976-2016). Predict the reactants needed to synthesize the given product. The reactants are: Cl[C:2]1[N:3]=[C:4]([NH:21][C:22]2[CH:30]=[CH:29][CH:28]=[C:27]([F:31])[C:23]=2[C:24]([NH2:26])=[O:25])[C:5]2[CH:10]=[CH:9][N:8]([S:11]([C:14]3[CH:19]=[CH:18][C:17]([CH3:20])=[CH:16][CH:15]=3)(=[O:13])=[O:12])[C:6]=2[N:7]=1.[CH3:32][N:33]([CH2:35][C:36]([N:38]1[C:46]2[C:41](=[CH:42][C:43]([O:48][CH3:49])=[C:44]([NH2:47])[CH:45]=2)[CH2:40][CH2:39]1)=[O:37])[CH3:34].Cl.O1CCOCC1. Given the product [CH3:32][N:33]([CH3:34])[CH2:35][C:36]([N:38]1[C:46]2[C:41](=[CH:42][C:43]([O:48][CH3:49])=[C:44]([NH:47][C:2]3[N:3]=[C:4]([NH:21][C:22]4[CH:30]=[CH:29][CH:28]=[C:27]([F:31])[C:23]=4[C:24]([NH2:26])=[O:25])[C:5]4[CH:10]=[CH:9][N:8]([S:11]([C:14]5[CH:19]=[CH:18][C:17]([CH3:20])=[CH:16][CH:15]=5)(=[O:13])=[O:12])[C:6]=4[N:7]=3)[CH:45]=2)[CH2:40][CH2:39]1)=[O:37], predict the reactants needed to synthesize it.